This data is from Full USPTO retrosynthesis dataset with 1.9M reactions from patents (1976-2016). The task is: Predict the reactants needed to synthesize the given product. (1) Given the product [OH:1][CH:2]([C:11]1[CH:16]=[CH:15][C:14]([C:17]2[N:21]=[C:20]([C:22]3[O:26][N:25]=[C:24]([C:27]4[CH:28]=[CH:29][CH:30]=[CH:31][CH:32]=4)[C:23]=3[C:33]([F:34])([F:35])[F:36])[O:19][N:18]=2)=[CH:13][CH:12]=1)[C:3]([NH:5][CH2:6][CH2:7][C:8]([N:38]1[CH2:41][CH:40]([C:42]([O:44][CH3:45])=[O:43])[CH2:39]1)=[O:9])=[O:4], predict the reactants needed to synthesize it. The reactants are: [OH:1][CH:2]([C:11]1[CH:16]=[CH:15][C:14]([C:17]2[N:21]=[C:20]([C:22]3[O:26][N:25]=[C:24]([C:27]4[CH:32]=[CH:31][CH:30]=[CH:29][CH:28]=4)[C:23]=3[C:33]([F:36])([F:35])[F:34])[O:19][N:18]=2)=[CH:13][CH:12]=1)[C:3]([NH:5][CH2:6][CH2:7][C:8](O)=[O:9])=[O:4].Cl.[NH:38]1[CH2:41][CH:40]([C:42]([O:44][CH3:45])=[O:43])[CH2:39]1.CN1CCOCC1.CN(C(ON1N=NC2C=CC=NC1=2)=[N+](C)C)C.F[P-](F)(F)(F)(F)F. (2) Given the product [Cl:1][C:2]1[CH:3]=[CH:4][C:5]([C:6]([NH:8][CH2:9][CH2:10][NH:11][C:12]([C:13]2[CH:18]=[CH:17][C:16]([O:19][C@@H:25]3[CH2:30][CH2:29][C@H:28]([C:31]([O:33][CH2:34][CH3:35])=[O:32])[CH2:27][CH2:26]3)=[CH:15][C:14]=2[F:20])=[O:21])=[O:7])=[CH:22][CH:23]=1, predict the reactants needed to synthesize it. The reactants are: [Cl:1][C:2]1[CH:23]=[CH:22][C:5]([C:6]([NH:8][CH2:9][CH2:10][NH:11][C:12](=[O:21])[C:13]2[CH:18]=[CH:17][C:16]([OH:19])=[CH:15][C:14]=2[F:20])=[O:7])=[CH:4][CH:3]=1.O[C@H:25]1[CH2:30][CH2:29][C@H:28]([C:31]([O:33][CH2:34][CH3:35])=[O:32])[CH2:27][CH2:26]1.C1(P(C2C=CC=CC=2)C2C=CC=CC=2)C=CC=CC=1.N(C(OCC)=O)=NC(OCC)=O. (3) Given the product [OH:8][N:9]1[C:14]2[N:15]=[CH:16][N:17]=[C:18]([CH3:19])[C:13]=2[C:12]([NH:20][CH2:21][C:22]2[CH:27]=[CH:26][C:25]([O:28][CH3:29])=[CH:24][CH:23]=2)=[CH:11][C:10]1=[O:30], predict the reactants needed to synthesize it. The reactants are: C([O:8][N:9]1[C:14]2[N:15]=[CH:16][N:17]=[C:18]([CH3:19])[C:13]=2[C:12]([NH:20][CH2:21][C:22]2[CH:27]=[CH:26][C:25]([O:28][CH3:29])=[CH:24][CH:23]=2)=[CH:11][C:10]1=[O:30])C1C=CC=CC=1.[H][H]. (4) Given the product [F:39][C:24]1([F:23])[O:28][C:27]2[CH:29]=[CH:30][C:31]([C:33]3([C:36]([NH:1][C@H:2]4[C:11]5[C:6](=[N:7][C:8]([F:12])=[CH:9][CH:10]=5)[O:5][C@@H:4]([C:13]5[CH:14]=[C:15]([CH:20]=[CH:21][CH:22]=5)[C:16]([O:18][CH3:19])=[O:17])[CH2:3]4)=[O:37])[CH2:34][CH2:35]3)=[CH:32][C:26]=2[O:25]1, predict the reactants needed to synthesize it. The reactants are: [NH2:1][C@H:2]1[C:11]2[C:6](=[N:7][C:8]([F:12])=[CH:9][CH:10]=2)[O:5][C@@H:4]([C:13]2[CH:14]=[C:15]([CH:20]=[CH:21][CH:22]=2)[C:16]([O:18][CH3:19])=[O:17])[CH2:3]1.[F:23][C:24]1([F:39])[O:28][C:27]2[CH:29]=[CH:30][C:31]([C:33]3([C:36](Cl)=[O:37])[CH2:35][CH2:34]3)=[CH:32][C:26]=2[O:25]1.C(N(CC)CC)C. (5) Given the product [CH2:2]([NH:6][C:7]([CH3:11])([CH3:10])[CH2:8][OH:9])[CH:3]([CH3:5])[CH3:4].[CH3:16][C:17]1[CH:22]=[C:21]([N+:23]([O-:25])=[O:24])[CH:20]=[CH:19][C:18]=1[N:26]=[C:27]1[N:6]([CH2:2][CH:3]([CH3:5])[CH3:4])[C:7]([CH3:11])([CH3:10])[CH2:8][S:28]1, predict the reactants needed to synthesize it. The reactants are: Cl.[CH2:2]([NH:6][C:7]([CH3:11])([CH3:10])[CH2:8][OH:9])[CH:3]([CH3:5])[CH3:4].O=S(Cl)Cl.[CH3:16][C:17]1[CH:22]=[C:21]([N+:23]([O-:25])=[O:24])[CH:20]=[CH:19][C:18]=1[N:26]=[C:27]=[S:28].CCN(CC)CC. (6) Given the product [ClH:18].[F:22][C:19]([F:20])([F:21])[C:12]1[N:13]=[CH:14][C:15]2[CH2:16][CH2:17][NH:8][CH2:9][C:10]=2[N:11]=1, predict the reactants needed to synthesize it. The reactants are: C([N:8]1[CH2:17][CH2:16][C:15]2[C:14]([Cl:18])=[N:13][C:12]([C:19]([F:22])([F:21])[F:20])=[N:11][C:10]=2[CH2:9]1)C1C=CC=CC=1.CCOCC. (7) Given the product [CH:4]([N:7]([SiH2:2][SiH3:3])[CH:8]([CH3:10])[CH3:9])([CH3:6])[CH3:5], predict the reactants needed to synthesize it. The reactants are: Cl[SiH2:2][SiH3:3].[CH:4]([NH:7][CH:8]([CH3:10])[CH3:9])([CH3:6])[CH3:5]. (8) Given the product [CH:1]1[CH:2]=[CH:3][C:4]([NH:11][C:12]2[C:17]([Cl:18])=[CH:16][CH:15]=[CH:14][C:13]=2[Cl:19])=[C:5]([CH2:7][C:8]([OH:10])=[O:9])[CH:6]=1, predict the reactants needed to synthesize it. The reactants are: [CH:1]1[CH:6]=[C:5]([CH2:7][C:8]([O-:10])=[O:9])[C:4]([NH:11][C:12]2[C:17]([Cl:18])=[CH:16][CH:15]=[CH:14][C:13]=2[Cl:19])=[CH:3][CH:2]=1.[Na+].OCC(CO)O.C(O)C(O)C. (9) Given the product [Br:22][CH:23]([CH2:27][CH2:28][CH3:29])[C:24]([NH:1][C:2]1[CH:7]=[C:6]([CH3:8])[CH:5]=[C:4]([CH3:9])[C:3]=1[OH:10])=[O:25], predict the reactants needed to synthesize it. The reactants are: [NH2:1][C:2]1[CH:7]=[C:6]([CH3:8])[CH:5]=[C:4]([CH3:9])[C:3]=1[OH:10].C(OCC)(=O)C.C(=O)([O-])O.[Na+].[Br:22][CH:23]([CH2:27][CH2:28][CH3:29])[C:24](Cl)=[O:25].